This data is from Forward reaction prediction with 1.9M reactions from USPTO patents (1976-2016). The task is: Predict the product of the given reaction. (1) Given the reactants [Br-].[CH2:2]([O:4][C:5]([CH2:7][N:8]1[CH:12]=[CH:11][N+:10]([C:13]2[C:18]([CH3:19])=[CH:17][C:16]([CH3:20])=[CH:15][C:14]=2[CH3:21])=[C:9]1[NH2:22])=[O:6])[CH3:3].[C:23]([O-])(=O)[CH3:24].[Na+].C(OC(=O)C)(=O)C.C(=O)(O)[O-].[Na+], predict the reaction product. The product is: [CH2:2]([O:4][C:5]([C:7]1[N:8]2[CH2:12][CH2:11][N:10]([C:13]3[C:14]([CH3:21])=[CH:15][C:16]([CH3:20])=[CH:17][C:18]=3[CH3:19])[C:9]2=[N:22][C:23]=1[CH3:24])=[O:6])[CH3:3]. (2) The product is: [Cl:1][C:2]1[CH:7]=[CH:6][CH:5]=[C:4]([Cl:8])[C:3]=1[NH:9][C:10]([NH:12][C:13]1[C:14]([C:23]([NH:25][C:26]([CH2:27][CH2:28][CH3:29])([C:30]([OH:32])=[O:31])[CH2:34][CH2:35][CH3:36])=[O:24])=[CH:15][C:16]2[C:21]([CH:22]=1)=[CH:20][CH:19]=[CH:18][CH:17]=2)=[O:11]. Given the reactants [Cl:1][C:2]1[CH:7]=[CH:6][CH:5]=[C:4]([Cl:8])[C:3]=1[NH:9][C:10]([NH:12][C:13]1[C:14]([C:23]([NH:25][C:26]([CH2:34][CH2:35][CH3:36])([C:30]([O:32]C)=[O:31])[CH2:27][CH2:28][CH3:29])=[O:24])=[CH:15][C:16]2[C:21]([CH:22]=1)=[CH:20][CH:19]=[CH:18][CH:17]=2)=[O:11].Cl, predict the reaction product. (3) Given the reactants [Cl:1][C:2]1[C:3]([CH3:11])=[C:4]([CH:8]=[CH:9][CH:10]=1)[C:5]([OH:7])=[O:6].[CH:12](OC)(OC)OC, predict the reaction product. The product is: [CH3:12][O:6][C:5](=[O:7])[C:4]1[CH:8]=[CH:9][CH:10]=[C:2]([Cl:1])[C:3]=1[CH3:11]. (4) Given the reactants [CH3:1][C@@:2]([C:6]([OH:8])=[O:7])([CH2:4][SH:5])[NH2:3].[CH3:9][C:10]([CH3:12])=O, predict the reaction product. The product is: [CH3:9][C:10]1([CH3:12])[NH:3][C:2]([CH3:1])([C:6]([OH:8])=[O:7])[CH2:4][S:5]1.